Dataset: Catalyst prediction with 721,799 reactions and 888 catalyst types from USPTO. Task: Predict which catalyst facilitates the given reaction. (1) Reactant: FC(F)(F)C(O)=O.[CH2:8]1[C:10]2([CH2:15][CH2:14][NH:13][CH2:12][CH2:11]2)[CH2:9]1.CCN(C(C)C)C(C)C.[F:25][C:26]([F:37])([CH3:36])[CH2:27][C@H:28]([N:33]=[C:34]=[O:35])[C:29]([O:31][CH3:32])=[O:30]. Product: [CH2:9]1[C:10]2([CH2:15][CH2:14][N:13]([C:34]([NH:33][C@@H:28]([CH2:27][C:26]([F:25])([F:37])[CH3:36])[C:29]([O:31][CH3:32])=[O:30])=[O:35])[CH2:12][CH2:11]2)[CH2:8]1. The catalyst class is: 576. (2) Reactant: Cl[C:2]([O:4][C:5]1[CH:10]=[CH:9][CH:8]=[CH:7][CH:6]=1)=[O:3].[CH2:11]([S:13]([CH2:16][C:17]1[CH:22]=[C:21]([N:23]2[CH2:28][CH2:27][O:26][CH2:25][C@@H:24]2[CH3:29])[N:20]=[C:19]([C:30]2[CH:36]=[CH:35][C:33]([NH2:34])=[CH:32][CH:31]=2)[N:18]=1)(=[O:15])=[O:14])[CH3:12].C(=O)(O)[O-].[Na+]. Product: [CH2:11]([S:13]([CH2:16][C:17]1[CH:22]=[C:21]([N:23]2[CH2:28][CH2:27][O:26][CH2:25][C@@H:24]2[CH3:29])[N:20]=[C:19]([C:30]2[CH:31]=[CH:32][C:33]([NH:34][C:2](=[O:3])[O:4][C:5]3[CH:10]=[CH:9][CH:8]=[CH:7][CH:6]=3)=[CH:35][CH:36]=2)[N:18]=1)(=[O:14])=[O:15])[CH3:12]. The catalyst class is: 12. (3) Reactant: C([O-])(O)=O.[Na+].FC(F)(F)S(O[CH2:12][CH:13]([F:15])[F:14])(=O)=O.Cl.Cl.[C:20]([C:24]1[O:28][N:27]=[C:26]([NH:29][C:30]([NH:32][C:33]2[CH:38]=[CH:37][CH:36]=[C:35]([O:39][C:40]3[C:49]4[C:44](=[CH:45][C:46]([O:56][CH3:57])=[C:47]([O:50][C@H:51]5[CH2:55][CH2:54][NH:53][CH2:52]5)[CH:48]=4)[N:43]=[CH:42][N:41]=3)[CH:34]=2)=[O:31])[CH:25]=1)([CH3:23])([CH3:22])[CH3:21]. Product: [C:20]([C:24]1[O:28][N:27]=[C:26]([NH:29][C:30]([NH:32][C:33]2[CH:38]=[CH:37][CH:36]=[C:35]([O:39][C:40]3[C:49]4[C:44](=[CH:45][C:46]([O:56][CH3:57])=[C:47]([O:50][C@H:51]5[CH2:55][CH2:54][N:53]([CH2:12][CH:13]([F:15])[F:14])[CH2:52]5)[CH:48]=4)[N:43]=[CH:42][N:41]=3)[CH:34]=2)=[O:31])[CH:25]=1)([CH3:23])([CH3:21])[CH3:22]. The catalyst class is: 13. (4) Reactant: N1(CCNC(=O)/C=C/C2C=CC=CC=2F)C2C=CC=CC=2N=C1.[N:24]1([CH2:33][CH2:34][N:35]2C(=O)C3C(=CC=CC=3)C2=O)[C:32]2[C:27](=[CH:28][CH:29]=[CH:30][CH:31]=2)[CH:26]=[CH:25]1.O.NN. Product: [N:24]1([CH2:33][CH2:34][NH2:35])[C:32]2[C:27](=[CH:28][CH:29]=[CH:30][CH:31]=2)[CH:26]=[CH:25]1. The catalyst class is: 8. (5) Reactant: [CH3:1][O:2][C:3]1[CH:8]=[CH:7][CH:6]=[CH:5][C:4]=1[C:9]1[C:17]2[C:12](=[N:13][CH:14]=[C:15]([C:18]3[CH:19]=[C:20]([CH:24]([C:26]4[C:31]([C:32]([F:35])([F:34])[F:33])=[CH:30][CH:29]=[CH:28][N:27]=4)[OH:25])[CH:21]=[CH:22][CH:23]=3)[CH:16]=2)[N:11](S(C2C=CC(C)=CC=2)(=O)=O)[CH:10]=1.Cl. Product: [CH3:1][O:2][C:3]1[CH:8]=[CH:7][CH:6]=[CH:5][C:4]=1[C:9]1[C:17]2[C:12](=[N:13][CH:14]=[C:15]([C:18]3[CH:19]=[C:20]([CH:24]([C:26]4[C:31]([C:32]([F:35])([F:33])[F:34])=[CH:30][CH:29]=[CH:28][N:27]=4)[OH:25])[CH:21]=[CH:22][CH:23]=3)[CH:16]=2)[NH:11][CH:10]=1. The catalyst class is: 494. (6) Reactant: [Li+].[OH-].[CH2:3]([O:23][CH:24]([CH2:38][CH3:39])[C:25]([NH:27][C@@H:28]([CH2:34][CH:35]([CH3:37])[CH3:36])[C:29]([O:31]CC)=[O:30])=[O:26])[CH2:4][CH2:5][CH2:6]/[CH:7]=[CH:8]\[CH2:9]/[CH:10]=[CH:11]\[CH2:12]/[CH:13]=[CH:14]\[CH2:15]/[CH:16]=[CH:17]\[CH2:18]/[CH:19]=[CH:20]\[CH2:21][CH3:22].Cl. Product: [CH2:3]([O:23][CH:24]([CH2:38][CH3:39])[C:25]([NH:27][C@@H:28]([CH2:34][CH:35]([CH3:37])[CH3:36])[C:29]([OH:31])=[O:30])=[O:26])[CH2:4][CH2:5][CH2:6]/[CH:7]=[CH:8]\[CH2:9]/[CH:10]=[CH:11]\[CH2:12]/[CH:13]=[CH:14]\[CH2:15]/[CH:16]=[CH:17]\[CH2:18]/[CH:19]=[CH:20]\[CH2:21][CH3:22]. The catalyst class is: 315. (7) Reactant: [S:1](Cl)([CH3:4])(=[O:3])=[O:2].[CH3:6][O:7][C:8]([C:10]1[CH:11]=[C:12]([CH3:34])[C:13]2[O:19][C:18]3[C:20]([Cl:30])=[CH:21][C:22]([N:24]4[CH2:29][CH2:28][NH:27][CH2:26][CH2:25]4)=[CH:23][C:17]=3[CH2:16][S:15](=[O:32])(=[O:31])[C:14]=2[CH:33]=1)=[O:9].N1C=CC=CC=1. Product: [CH3:6][O:7][C:8]([C:10]1[CH:11]=[C:12]([CH3:34])[C:13]2[O:19][C:18]3[C:20]([Cl:30])=[CH:21][C:22]([N:24]4[CH2:25][CH2:26][N:27]([S:1]([CH3:4])(=[O:3])=[O:2])[CH2:28][CH2:29]4)=[CH:23][C:17]=3[CH2:16][S:15](=[O:31])(=[O:32])[C:14]=2[CH:33]=1)=[O:9]. The catalyst class is: 4. (8) Reactant: F[C:2]1[CH:9]=[CH:8][CH:7]=[CH:6][C:3]=1[CH:4]=[O:5].C(=O)([O-])[O-].[K+].[K+].[C:16]1([SH:32])[C:29]2[C:30]3=[C:31]4[C:26](=[CH:27][CH:28]=2)[CH:25]=[CH:24][CH:23]=[C:22]4[CH:21]=[CH:20][C:19]3=[CH:18][CH:17]=1. Product: [CH:18]1[C:19]2[C:30]3=[C:31]4[C:22](=[CH:21][CH:20]=2)[CH:23]=[CH:24][CH:25]=[C:26]4[CH:27]=[CH:28][C:29]3=[C:16]([S:32][C:2]2[CH:9]=[CH:8][CH:7]=[CH:6][C:3]=2[CH:4]=[O:5])[CH:17]=1. The catalyst class is: 3.